Dataset: Forward reaction prediction with 1.9M reactions from USPTO patents (1976-2016). Task: Predict the product of the given reaction. (1) Given the reactants [CH:1]1([C:4]2[CH:9]=[CH:8][N:7]=[CH:6][C:5]=2[N:10]2[CH2:14][CH2:13][NH:12][C:11]2=[O:15])[CH2:3][CH2:2]1.Br[C:17]1[CH:22]=[CH:21][CH:20]=[C:19]([C:23]([F:26])([F:25])[F:24])[CH:18]=1.CN[C@@H]1CCCC[C@H]1NC.P([O-])([O-])([O-])=O.[K+].[K+].[K+], predict the reaction product. The product is: [CH:1]1([C:4]2[CH:9]=[CH:8][N:7]=[CH:6][C:5]=2[N:10]2[CH2:14][CH2:13][N:12]([C:17]3[CH:22]=[CH:21][CH:20]=[C:19]([C:23]([F:26])([F:25])[F:24])[CH:18]=3)[C:11]2=[O:15])[CH2:3][CH2:2]1. (2) Given the reactants C1(C2N=C(N3CCN(C4C=CC=CC=4OC)CC3)C3C(=CC(OC)=C(OC)C=3)N=2)CC1.[CH3:32][O:33][C:34]1[CH:39]=[C:38]([C:40]([O:42]C)=O)[C:37]([NH2:44])=[CH:36][C:35]=1[O:45][CH3:46].[C:47](#[N:52])[CH2:48][CH:49]([CH3:51])[CH3:50], predict the reaction product. The product is: [CH2:48]([C:47]1[N:52]=[C:40]([OH:42])[C:38]2[C:37](=[CH:36][C:35]([O:45][CH3:46])=[C:34]([O:33][CH3:32])[CH:39]=2)[N:44]=1)[CH:49]([CH3:51])[CH3:50]. (3) Given the reactants [CH2:1]([N:8]1[CH2:13][CH2:12][CH:11]([C:14]([NH:16][C:17]2[CH:22]=[CH:21][C:20]([CH2:23][NH:24][C:25]3[C:34]4[C:29](=[CH:30][C:31]([CH3:35])=[CH:32][CH:33]=4)[N:28]=[C:27](Cl)[N:26]=3)=[CH:19][CH:18]=2)=[O:15])[CH2:10][CH2:9]1)[C:2]1[CH:7]=[CH:6][CH:5]=[CH:4][CH:3]=1.[CH3:37][C@@H:38]1[CH2:43][NH:42][CH2:41][CH2:40][NH:39]1, predict the reaction product. The product is: [CH2:1]([N:8]1[CH2:13][CH2:12][CH:11]([C:14]([NH:16][C:17]2[CH:22]=[CH:21][C:20]([CH2:23][NH:24][C:25]3[C:34]4[C:29](=[CH:30][C:31]([CH3:35])=[CH:32][CH:33]=4)[N:28]=[C:27]([N:42]4[CH2:41][CH2:40][NH:39][C@H:38]([CH3:37])[CH2:43]4)[N:26]=3)=[CH:19][CH:18]=2)=[O:15])[CH2:10][CH2:9]1)[C:2]1[CH:7]=[CH:6][CH:5]=[CH:4][CH:3]=1. (4) Given the reactants Cl[C:2]1[C:7]([N+:8]([O-:10])=[O:9])=[C:6]([CH3:11])[CH:5]=[CH:4][N:3]=1.Cl.[CH2:13]([O:20][C:21]1[CH:27]=[CH:26][C:24]([NH2:25])=[CH:23][CH:22]=1)[C:14]1[CH:19]=[CH:18][CH:17]=[CH:16][CH:15]=1.C(N(CC)CC)C.O, predict the reaction product. The product is: [CH2:13]([O:20][C:21]1[CH:22]=[CH:23][C:24]([NH:25][C:2]2[C:7]([N+:8]([O-:10])=[O:9])=[C:6]([CH3:11])[CH:5]=[CH:4][N:3]=2)=[CH:26][CH:27]=1)[C:14]1[CH:15]=[CH:16][CH:17]=[CH:18][CH:19]=1. (5) Given the reactants [OH:1][C@@:2]([C@H:11]1[O:16][CH2:15][CH2:14][N:13]([C:17]2[CH:22]=[CH:21][CH:20]=[C:19](I)[N:18]=2)[C:12]1=[O:24])([CH3:10])[C:3]([O:5][C:6]([CH3:9])([CH3:8])[CH3:7])=[O:4].CC1(C)C(C)(C)OB([C:33]2[CH:38]=[CH:37][N:36]=[N:35][CH:34]=2)O1.C([O-])([O-])=O.[Na+].[Na+].C1COCC1, predict the reaction product. The product is: [OH:1][C@@:2]([C@H:11]1[O:16][CH2:15][CH2:14][N:13]([C:17]2[CH:22]=[CH:21][CH:20]=[C:19]([C:33]3[CH:38]=[CH:37][N:36]=[N:35][CH:34]=3)[N:18]=2)[C:12]1=[O:24])([CH3:10])[C:3]([O:5][C:6]([CH3:9])([CH3:8])[CH3:7])=[O:4]. (6) Given the reactants [CH3:1][N:2]([CH3:26])[C:3]1[N:25]=[C:6]2[CH:7]=[C:8]([NH:11][C:12]([C:14]3[N:18]([CH3:19])[N:17]=[CH:16][C:15]=3[C:20]([O:22]CC)=[O:21])=[O:13])[CH:9]=[CH:10][N:5]2[N:4]=1.O.[OH-].[Li+], predict the reaction product. The product is: [CH3:1][N:2]([CH3:26])[C:3]1[N:25]=[C:6]2[CH:7]=[C:8]([NH:11][C:12]([C:14]3[N:18]([CH3:19])[N:17]=[CH:16][C:15]=3[C:20]([OH:22])=[O:21])=[O:13])[CH:9]=[CH:10][N:5]2[N:4]=1. (7) Given the reactants [CH3:1][C:2]1[CH:7]=[CH:6][C:5]([S:8]([O:11][CH2:12][C@@H:13]2[O:18][C:17]3[C:19](C=O)=[C:20]([NH:23][C:24]([O:26][CH3:27])=[O:25])[CH:21]=[CH:22][C:16]=3[O:15][CH2:14]2)(=[O:10])=[O:9])=[CH:4][CH:3]=1.ClC1C=C(C=CC=1)C(OO)=[O:35], predict the reaction product. The product is: [CH3:1][C:2]1[CH:3]=[CH:4][C:5]([S:8]([O:11][CH2:12][CH:13]2[O:18][C:17]3[C:19]([OH:35])=[C:20]([NH:23][C:24]([O:26][CH3:27])=[O:25])[CH:21]=[CH:22][C:16]=3[O:15][CH2:14]2)(=[O:9])=[O:10])=[CH:6][CH:7]=1.